From a dataset of Forward reaction prediction with 1.9M reactions from USPTO patents (1976-2016). Predict the product of the given reaction. (1) Given the reactants [N:1]1[N:2]=[CH:3][N:4]([NH2:6])[CH:5]=1.CC([O-])(C)C.[K+].F[C:14]1[CH:21]=[CH:20][C:17]([C:18]#[N:19])=[C:16]([Br:22])[CH:15]=1.OS([O-])(=O)=O.[K+], predict the reaction product. The product is: [N:1]1[N:2]=[CH:3][N:4]([NH:6][C:14]2[CH:21]=[CH:20][C:17]([C:18]#[N:19])=[C:16]([Br:22])[CH:15]=2)[CH:5]=1. (2) Given the reactants [CH:1]([C:3]1[N:8]=[CH:7][C:6]([N:9]2[CH2:14][CH2:13][N:12]([C:15]([O:17][C:18]([CH3:21])([CH3:20])[CH3:19])=[O:16])[CH2:11][CH2:10]2)=[CH:5][CH:4]=1)=[O:2].[BH4-].[Na+], predict the reaction product. The product is: [OH:2][CH2:1][C:3]1[N:8]=[CH:7][C:6]([N:9]2[CH2:14][CH2:13][N:12]([C:15]([O:17][C:18]([CH3:21])([CH3:20])[CH3:19])=[O:16])[CH2:11][CH2:10]2)=[CH:5][CH:4]=1.